Dataset: Catalyst prediction with 721,799 reactions and 888 catalyst types from USPTO. Task: Predict which catalyst facilitates the given reaction. (1) Reactant: [CH:1]1([CH2:7][CH2:8][OH:9])[CH2:6][CH2:5][CH2:4][CH2:3][CH2:2]1.C1C=C[NH+]=CC=1.[O-][Cr](Cl)(=O)=O. Product: [CH:1]1([CH2:7][CH:8]=[O:9])[CH2:6][CH2:5][CH2:4][CH2:3][CH2:2]1. The catalyst class is: 158. (2) The catalyst class is: 260. Reactant: [F:1][C:2]1[C:7]([C:8]2[CH:13]=[CH:12][CH:11]=[C:10]([CH3:14])[CH:9]=2)=[C:6]([C@:15]([C@@H:23]2[O:28][CH2:27][CH2:26][N:25]([C:29]([O:31][C:32]([CH3:35])([CH3:34])[CH3:33])=[O:30])[CH2:24]2)(O)[CH2:16][CH2:17][CH2:18][CH2:19][O:20][CH3:21])[CH:5]=[CH:4][CH:3]=1.CC[N+](S(N=C(OC)[O-])(=O)=O)(CC)CC. Product: [F:1][C:2]1[C:7]([C:8]2[CH:13]=[CH:12][CH:11]=[C:10]([CH3:14])[CH:9]=2)=[C:6]([C:15]([C@@H:23]2[O:28][CH2:27][CH2:26][N:25]([C:29]([O:31][C:32]([CH3:35])([CH3:34])[CH3:33])=[O:30])[CH2:24]2)=[CH:16][CH2:17][CH2:18][CH2:19][O:20][CH3:21])[CH:5]=[CH:4][CH:3]=1.